This data is from Full USPTO retrosynthesis dataset with 1.9M reactions from patents (1976-2016). The task is: Predict the reactants needed to synthesize the given product. (1) Given the product [OH:23][CH2:22][C@H:18]1[O:19][CH2:20][CH2:21][N:16]([C:9]([O:11][C:12]([CH3:13])([CH3:14])[CH3:15])=[O:10])[CH2:17]1, predict the reactants needed to synthesize it. The reactants are: [C:9](O[C:9]([O:11][C:12]([CH3:15])([CH3:14])[CH3:13])=[O:10])([O:11][C:12]([CH3:15])([CH3:14])[CH3:13])=[O:10].[NH:16]1[CH2:21][CH2:20][O:19][C@H:18]([CH2:22][OH:23])[CH2:17]1.C(N(CC)CC)C. (2) Given the product [Si:1]([O:8][CH2:9][C:10]1[N:11]([CH3:32])[C:12]2[C:17]([CH:18]=1)=[CH:16][C:15]1[C:19](=[O:31])[CH:20]=[CH:21][CH2:22][N:23]([C:24]([O:26][C:27]([CH3:30])([CH3:29])[CH3:28])=[O:25])[C:14]=1[CH:13]=2)([C:4]([CH3:7])([CH3:5])[CH3:6])([CH3:3])[CH3:2], predict the reactants needed to synthesize it. The reactants are: [Si:1]([O:8][CH2:9][C:10]1[N:11]([CH3:32])[C:12]2[C:17]([CH:18]=1)=[CH:16][C:15]1[CH:19]([OH:31])[CH:20]=[CH:21][CH2:22][N:23]([C:24]([O:26][C:27]([CH3:30])([CH3:29])[CH3:28])=[O:25])[C:14]=1[CH:13]=2)([C:4]([CH3:7])([CH3:6])[CH3:5])([CH3:3])[CH3:2]. (3) Given the product [O:13]1[CH2:14][CH:11]([N:9]2[CH2:10][CH:7]([O:6][C:5]3[CH:15]=[CH:16][C:2]([B:17]4[O:21][C:20]([CH3:23])([CH3:22])[C:19]([CH3:25])([CH3:24])[O:18]4)=[CH:3][CH:4]=3)[CH2:8]2)[CH2:12]1, predict the reactants needed to synthesize it. The reactants are: I[C:2]1[CH:16]=[CH:15][C:5]([O:6][CH:7]2[CH2:10][N:9]([CH:11]3[CH2:14][O:13][CH2:12]3)[CH2:8]2)=[CH:4][CH:3]=1.[B:17]1([B:17]2[O:21][C:20]([CH3:23])([CH3:22])[C:19]([CH3:25])([CH3:24])[O:18]2)[O:21][C:20]([CH3:23])([CH3:22])[C:19]([CH3:25])([CH3:24])[O:18]1.CC([O-])=O.[K+]. (4) The reactants are: [CH:1]([O:4][C:5]1[CH:11]=[CH:10][C:8]([NH2:9])=[CH:7][CH:6]=1)([CH3:3])[CH3:2].[CH:12](=O)[CH2:13][CH2:14][CH3:15]. Given the product [CH2:12]([NH:9][C:8]1[CH:10]=[CH:11][C:5]([O:4][CH:1]([CH3:3])[CH3:2])=[CH:6][CH:7]=1)[CH2:13][CH2:14][CH3:15], predict the reactants needed to synthesize it. (5) Given the product [C:1]([C:3]1[CH:12]=[C:11]2[C:6]([CH2:7][CH2:8][N:9]([C:13]([O:15][C:16]([CH3:19])([CH3:18])[CH3:17])=[O:14])[CH2:10]2)=[CH:5][CH:4]=1)#[N:2], predict the reactants needed to synthesize it. The reactants are: [C:1]([C:3]1[CH:12]=[C:11]2[C:6]([CH2:7][CH2:8][NH:9][CH2:10]2)=[CH:5][CH:4]=1)#[N:2].[C:13](O[C:13]([O:15][C:16]([CH3:19])([CH3:18])[CH3:17])=[O:14])([O:15][C:16]([CH3:19])([CH3:18])[CH3:17])=[O:14]. (6) Given the product [Br:1][C:2]1[C:14]2[C:13]3[CH:12]=[C:11]([C:15]4[CH:16]=[N:17][CH:18]=[CH:19][CH:20]=4)[CH:10]=[CH:9][C:8]=3[N:7]=[CH:6][C:5]=2[N:4]([C:28]([O:27][C:24]([CH3:26])([CH3:25])[CH3:23])=[O:29])[N:3]=1, predict the reactants needed to synthesize it. The reactants are: [Br:1][C:2]1[C:14]2[C:13]3[CH:12]=[C:11]([C:15]4[CH:16]=[N:17][CH:18]=[CH:19][CH:20]=4)[CH:10]=[CH:9][C:8]=3[N:7]=[CH:6][C:5]=2[NH:4][N:3]=1.[OH-].[Na+].[CH3:23][C:24]([O:27][C:28](O[C:28]([O:27][C:24]([CH3:26])([CH3:25])[CH3:23])=[O:29])=[O:29])([CH3:26])[CH3:25].